This data is from Full USPTO retrosynthesis dataset with 1.9M reactions from patents (1976-2016). The task is: Predict the reactants needed to synthesize the given product. (1) Given the product [O:1]1[CH2:5][CH2:4][CH:3]([CH2:6][N:7]([CH2:24][C:23]2[CH:26]=[CH:27][CH:28]=[CH:29][C:22]=2[C:21]([F:20])([F:30])[F:31])[C@H:8]2[CH2:12][CH2:11][N:10]([C:13]([O:15][C:16]([CH3:19])([CH3:18])[CH3:17])=[O:14])[CH2:9]2)[CH2:2]1, predict the reactants needed to synthesize it. The reactants are: [O:1]1[CH2:5][CH2:4][CH:3]([CH2:6][NH:7][C@H:8]2[CH2:12][CH2:11][N:10]([C:13]([O:15][C:16]([CH3:19])([CH3:18])[CH3:17])=[O:14])[CH2:9]2)[CH2:2]1.[F:20][C:21]([F:31])([F:30])[C:22]1[CH:29]=[CH:28][CH:27]=[CH:26][C:23]=1[CH:24]=O.C(O[BH-](OC(=O)C)OC(=O)C)(=O)C.[Na+]. (2) Given the product [CH3:16][CH:17]([CH3:26])[CH2:18][C@H:19]([NH:20][C:12]([C:10]1[CH:9]=[CH:8][C:7]([CH3:15])=[C:6]([O:5][CH2:4][CH:1]2[CH2:2][CH2:3]2)[N:11]=1)=[O:14])[C:21]1[S:22][CH:23]=[CH:24][N:25]=1, predict the reactants needed to synthesize it. The reactants are: [CH:1]1([CH2:4][O:5][C:6]2[N:11]=[C:10]([C:12]([OH:14])=O)[CH:9]=[CH:8][C:7]=2[CH3:15])[CH2:3][CH2:2]1.[CH3:16][CH:17]([CH3:26])[CH2:18][C@@H:19]([C:21]1[S:22][CH:23]=[CH:24][N:25]=1)[NH2:20]. (3) Given the product [CH2:4]([CH:5]1[CH2:9][CH2:8][CH2:7][N:6]1[C:10]([O:12][C:13]([CH3:16])([CH3:15])[CH3:14])=[O:11])[C:3]#[CH:2], predict the reactants needed to synthesize it. The reactants are: Br[C:2](Br)=[CH:3][CH2:4][CH:5]1[CH2:9][CH2:8][CH2:7][N:6]1[C:10]([O:12][C:13]([CH3:16])([CH3:15])[CH3:14])=[O:11].C([Li])CCC. (4) Given the product [CH2:1]([O:3][C:4]1[CH:5]=[C:6]2[C:11](=[CH:12][C:13]=1[F:14])[N:10]=[C:9]([NH:15][CH2:16][CH3:17])[C:8]([CH2:18][OH:19])=[CH:7]2)[CH3:2], predict the reactants needed to synthesize it. The reactants are: [CH2:1]([O:3][C:4]1[CH:5]=[C:6]2[C:11](=[CH:12][C:13]=1[F:14])[N:10]=[C:9]([NH:15][CH2:16][CH3:17])[C:8]([CH:18]=[O:19])=[CH:7]2)[CH3:2].[BH4-].[Na+]. (5) Given the product [F:1][C:2]1[CH:16]=[CH:15][C:5]([CH2:6][O:7][C:8]2[CH:13]=[CH:12][NH:11][C:10](=[O:19])[CH:9]=2)=[CH:4][CH:3]=1, predict the reactants needed to synthesize it. The reactants are: [F:1][C:2]1[CH:16]=[CH:15][C:5]([CH2:6][O:7][C:8]2[CH:13]=[CH:12][N+:11]([O-])=[CH:10][CH:9]=2)=[CH:4][CH:3]=1.CC(OC(C)=O)=[O:19]. (6) Given the product [F:12][C:13]1[CH:18]=[CH:17][C:16]([CH2:19][C:20]([OH:21])=[O:2])=[CH:15][CH:14]=1, predict the reactants needed to synthesize it. The reactants are: C[O:2]C(=O)C1C=CC=CC=1N.[F:12][C:13]1[CH:18]=[CH:17][C:16]([CH2:19][C:20](Cl)=[O:21])=[CH:15][CH:14]=1.O=S(Cl)Cl. (7) Given the product [ClH:14].[CH2:1]([N:5]([CH2:10][C:11](=[O:13])[CH3:12])[CH2:6][CH:7]([CH3:8])[CH3:9])[CH:2]([CH3:4])[CH3:3], predict the reactants needed to synthesize it. The reactants are: [CH2:1]([N:5]([CH2:10][C:11](=[O:13])[CH3:12])[CH2:6][CH:7]([CH3:9])[CH3:8])[CH:2]([CH3:4])[CH3:3].[ClH:14]. (8) Given the product [NH2:10][C:11]1([CH3:18])[CH2:16][CH2:15][CH:14]([OH:17])[CH2:13][CH2:12]1, predict the reactants needed to synthesize it. The reactants are: C(OC(=O)[NH:10][C:11]1([CH3:18])[CH2:16][CH2:15][CH:14]([OH:17])[CH2:13][CH2:12]1)C1C=CC=CC=1.C([O-])=O.[NH4+].